Dataset: Full USPTO retrosynthesis dataset with 1.9M reactions from patents (1976-2016). Task: Predict the reactants needed to synthesize the given product. Given the product [F:1][C:2]1[CH:11]=[CH:10][C:5]2[O:6][CH2:7][CH2:8][N:9]([C:15]3[CH:22]=[CH:21][C:20]([C:23]([F:24])([F:26])[F:25])=[CH:19][C:16]=3[C:17]#[N:18])[C:4]=2[CH:3]=1, predict the reactants needed to synthesize it. The reactants are: [F:1][C:2]1[CH:11]=[CH:10][C:5]2[O:6][CH2:7][CH2:8][NH:9][C:4]=2[CH:3]=1.[H-].[Na+].F[C:15]1[CH:22]=[CH:21][C:20]([C:23]([F:26])([F:25])[F:24])=[CH:19][C:16]=1[C:17]#[N:18].